Dataset: Forward reaction prediction with 1.9M reactions from USPTO patents (1976-2016). Task: Predict the product of the given reaction. Given the reactants [C:1]1([C:7]2[CH:12]=[CH:11][N:10]=[C:9]([N:13]3[CH2:18][CH2:17][N:16](C(OC(C)(C)C)=O)[CH2:15][CH2:14]3)[N:8]=2)[CH:6]=[CH:5][CH:4]=[CH:3][CH:2]=1.[F:26][C:27]([F:32])([F:31])[C:28]([O-:30])=[O:29], predict the reaction product. The product is: [OH:30][C:28]([C:27]([F:32])([F:31])[F:26])=[O:29].[C:1]1([C:7]2[CH:12]=[CH:11][N:10]=[C:9]([N:13]3[CH2:18][CH2:17][NH:16][CH2:15][CH2:14]3)[N:8]=2)[CH:2]=[CH:3][CH:4]=[CH:5][CH:6]=1.